Dataset: NCI-60 drug combinations with 297,098 pairs across 59 cell lines. Task: Regression. Given two drug SMILES strings and cell line genomic features, predict the synergy score measuring deviation from expected non-interaction effect. (1) Drug 1: CN(C)N=NC1=C(NC=N1)C(=O)N. Drug 2: C(=O)(N)NO. Cell line: SK-OV-3. Synergy scores: CSS=-3.17, Synergy_ZIP=-0.0835, Synergy_Bliss=-3.28, Synergy_Loewe=-9.33, Synergy_HSA=-5.37. (2) Drug 1: C1=CN(C=N1)CC(O)(P(=O)(O)O)P(=O)(O)O. Drug 2: CN(CC1=CN=C2C(=N1)C(=NC(=N2)N)N)C3=CC=C(C=C3)C(=O)NC(CCC(=O)O)C(=O)O. Cell line: SF-268. Synergy scores: CSS=17.7, Synergy_ZIP=-8.02, Synergy_Bliss=-0.222, Synergy_Loewe=-0.134, Synergy_HSA=0.501. (3) Drug 1: C1=CC(=CC=C1C#N)C(C2=CC=C(C=C2)C#N)N3C=NC=N3. Drug 2: CC1=C2C(C(=O)C3(C(CC4C(C3C(C(C2(C)C)(CC1OC(=O)C(C(C5=CC=CC=C5)NC(=O)C6=CC=CC=C6)O)O)OC(=O)C7=CC=CC=C7)(CO4)OC(=O)C)O)C)OC(=O)C. Cell line: NCI/ADR-RES. Synergy scores: CSS=-0.547, Synergy_ZIP=0.109, Synergy_Bliss=-2.05, Synergy_Loewe=-1.78, Synergy_HSA=-2.71. (4) Drug 1: CC1C(C(=O)NC(C(=O)N2CCCC2C(=O)N(CC(=O)N(C(C(=O)O1)C(C)C)C)C)C(C)C)NC(=O)C3=C4C(=C(C=C3)C)OC5=C(C(=O)C(=C(C5=N4)C(=O)NC6C(OC(=O)C(N(C(=O)CN(C(=O)C7CCCN7C(=O)C(NC6=O)C(C)C)C)C)C(C)C)C)N)C. Drug 2: CC12CCC3C(C1CCC2OP(=O)(O)O)CCC4=C3C=CC(=C4)OC(=O)N(CCCl)CCCl.[Na+]. Cell line: SNB-19. Synergy scores: CSS=70.8, Synergy_ZIP=23.3, Synergy_Bliss=23.1, Synergy_Loewe=-43.3, Synergy_HSA=22.6. (5) Drug 1: C1=NC2=C(N=C(N=C2N1C3C(C(C(O3)CO)O)F)Cl)N. Drug 2: CC(C)CN1C=NC2=C1C3=CC=CC=C3N=C2N. Cell line: MOLT-4. Synergy scores: CSS=48.3, Synergy_ZIP=4.78, Synergy_Bliss=3.62, Synergy_Loewe=-23.1, Synergy_HSA=3.44. (6) Drug 1: CS(=O)(=O)CCNCC1=CC=C(O1)C2=CC3=C(C=C2)N=CN=C3NC4=CC(=C(C=C4)OCC5=CC(=CC=C5)F)Cl. Drug 2: COCCOC1=C(C=C2C(=C1)C(=NC=N2)NC3=CC=CC(=C3)C#C)OCCOC.Cl. Cell line: OVCAR-4. Synergy scores: CSS=10.7, Synergy_ZIP=-2.73, Synergy_Bliss=0.291, Synergy_Loewe=1.02, Synergy_HSA=1.93.